This data is from Reaction yield outcomes from USPTO patents with 853,638 reactions. The task is: Predict the reaction yield, written as a fraction of the theoretical maximum amount of product (1.0 means a 100% yield; for example, 0.34 means a 34% yield). (1) The reactants are C(N(CC)C(C)C)(C)C.[F:10][C:11]1[CH:12]=[C:13]([C:18]2[CH:23]=[CH:22][C:21]([C:24]([OH:26])=O)=[C:20]([N+:27]([O-:29])=[O:28])[CH:19]=2)[CH:14]=[CH:15][C:16]=1[F:17].CN(C(ON1N=NC2C=CC=NC1=2)=[N+](C)C)C.F[P-](F)(F)(F)(F)F.FC(F)(F)C(O)=O.[NH2:61][C@H:62]([C:69]([O:71][CH2:72][C:73]1[CH:78]=[CH:77][CH:76]=[CH:75][CH:74]=1)=[O:70])[CH2:63][C:64]([O:66][CH2:67][CH3:68])=[O:65].C([O-])(O)=O.[Na+]. The catalyst is C(Cl)Cl.CN(C=O)C.C(OCC)(=O)C. The product is [F:10][C:11]1[CH:12]=[C:13]([C:18]2[CH:23]=[CH:22][C:21]([C:24]([NH:61][C@H:62]([C:69]([O:71][CH2:72][C:73]3[CH:74]=[CH:75][CH:76]=[CH:77][CH:78]=3)=[O:70])[CH2:63][C:64]([O:66][CH2:67][CH3:68])=[O:65])=[O:26])=[C:20]([N+:27]([O-:29])=[O:28])[CH:19]=2)[CH:14]=[CH:15][C:16]=1[F:17]. The yield is 0.570. (2) The product is [F:15][C:12]1[CH:13]=[CH:14][C:9]([NH:8][CH2:18][C@H:19]2[CH2:23][O:22][C:21]([NH2:24])=[N:20]2)=[CH:10][C:11]=1[O:16][CH3:17]. The reactants are C([N:8]([CH2:18][C@H:19]1[CH2:23][O:22][C:21]([NH2:24])=[N:20]1)[C:9]1[CH:14]=[CH:13][C:12]([F:15])=[C:11]([O:16][CH3:17])[CH:10]=1)C1C=CC=CC=1.C([O-])=O.[NH4+]. The catalyst is CO.[Pd]. The yield is 0.360. (3) The reactants are [CH3:1][C:2]1[O:10][C:9]2[CH:8]=[CH:7][N:6]=[CH:5][C:4]=2[CH:3]=1.[NH2:11][O:12][C:13]1[CH:18]=[CH:17][C:16]([N+:19]([O-:21])=[O:20])=[CH:15][C:14]=1[N+:22]([O-:24])=[O:23].C(OCC)C. The catalyst is C(#N)C. The product is [N+:22]([C:14]1[CH:15]=[C:16]([N+:19]([O-:21])=[O:20])[CH:17]=[CH:18][C:13]=1[O-:12])([O-:24])=[O:23].[NH2:11][N+:6]1[CH:7]=[CH:8][C:9]2[O:10][C:2]([CH3:1])=[CH:3][C:4]=2[CH:5]=1. The yield is 0.820. (4) The reactants are Br[C:2]1[CH:11]=[C:10]([F:12])[C:9]2[C:4](=[CH:5][CH:6]=[CH:7][CH:8]=2)[CH:3]=1.C([Li])CCC.[B:18](OC)([O:21]C)[O:19]C. The catalyst is C1COCC1. The product is [F:12][C:10]1[C:9]2[C:4](=[CH:5][CH:6]=[CH:7][CH:8]=2)[C:3]([B:18]([OH:21])[OH:19])=[CH:2][CH:11]=1. The yield is 0.780. (5) The reactants are Cl[C:2]1[CH:9]=[C:8]([CH3:10])[C:5]([C:6]#[N:7])=[C:4]([S:11][CH2:12][CH3:13])[CH:3]=1.[CH3:14][C@@H:15]1[CH2:20][O:19][CH2:18][CH2:17][NH:16]1.CC(C)([O-])C.[Na+].CC(P(C(C)(C)C)C1C(C2C=CC=CC=2)=CC=CC=1)(C)C. The catalyst is C1C=CC(/C=C/C(/C=C/C2C=CC=CC=2)=O)=CC=1.C1C=CC(/C=C/C(/C=C/C2C=CC=CC=2)=O)=CC=1.[Pd].O1CCOCC1. The product is [CH2:12]([S:11][C:4]1[CH:3]=[C:2]([N:16]2[CH2:17][CH2:18][O:19][CH2:20][C@H:15]2[CH3:14])[CH:9]=[C:8]([CH3:10])[C:5]=1[C:6]#[N:7])[CH3:13]. The yield is 0.220.